This data is from Catalyst prediction with 721,799 reactions and 888 catalyst types from USPTO. The task is: Predict which catalyst facilitates the given reaction. (1) Reactant: [F:1][CH:2]([F:22])[O:3][C:4]1[C:9]2[O:10][C:11]3[CH:16]=[CH:15][C:14]([N+:17]([O-:19])=[O:18])=[CH:13][C:12]=3[C:8]=2[C:7]([CH:20]=[O:21])=[CH:6][CH:5]=1.S(=O)(=O)([OH:25])N.Cl([O-])=O.[Na+]. The catalyst class is: 95. Product: [F:22][CH:2]([F:1])[O:3][C:4]1[C:9]2[O:10][C:11]3[CH:16]=[CH:15][C:14]([N+:17]([O-:19])=[O:18])=[CH:13][C:12]=3[C:8]=2[C:7]([C:20]([OH:25])=[O:21])=[CH:6][CH:5]=1. (2) Reactant: [CH3:1][O:2][C:3](=[O:13])[CH:4]([OH:12])[C:5]1[CH:10]=[CH:9][C:8]([OH:11])=[CH:7][CH:6]=1.Cl[C:15]1[N:20]=[C:19]([CH3:21])[C:18]([CH:22]=[O:23])=[CH:17][CH:16]=1.C([O-])([O-])=O.[K+].[K+]. The catalyst class is: 3. Product: [CH3:1][O:2][C:3](=[O:13])[CH:4]([C:5]1[CH:10]=[CH:9][C:8]([O:11][C:15]2[CH:16]=[CH:17][C:18]([CH:22]=[O:23])=[C:19]([CH3:21])[N:20]=2)=[CH:7][CH:6]=1)[OH:12]. (3) Reactant: [OH:1][N:2]=[C:3]([C:5]1[S:9][C:8]([N:10]2[CH2:14][CH2:13][C@H:12]([O:15][C:16]3[CH:21]=[CH:20][CH:19]=[CH:18][C:17]=3[C:22]([F:25])([F:24])[F:23])[CH2:11]2)=[N:7][CH:6]=1)[NH2:4].[C:26](OCC)(=O)[CH2:27][OH:28].[O-]CC.[Na+]. Product: [F:23][C:22]([F:25])([F:24])[C:17]1[CH:18]=[CH:19][CH:20]=[CH:21][C:16]=1[O:15][C@H:12]1[CH2:13][CH2:14][N:10]([C:8]2[S:9][C:5]([C:3]3[N:4]=[C:26]([CH2:27][OH:28])[O:1][N:2]=3)=[CH:6][N:7]=2)[CH2:11]1. The catalyst class is: 40.